From a dataset of Choline transporter screen with 302,306 compounds. Binary Classification. Given a drug SMILES string, predict its activity (active/inactive) in a high-throughput screening assay against a specified biological target. (1) The compound is Clc1c(CNC(=O)C2CCN(S(=O)(=O)c3ccc(cc3)C)CC2)cccc1. The result is 0 (inactive). (2) The compound is Clc1c(C(=O)NCCC(=O)NNC(=O)c2c(O)cccc2)cccc1. The result is 0 (inactive). (3) The compound is Fc1cc(C(=O)NCCNc2nc3c(cc2C)cc(c(c3)C)C)ccc1. The result is 0 (inactive). (4) The drug is O=C/1N(c2ccc(OC)cc2)C(=O)NC(=O)C1=C(\NCCCN(C)C)CC. The result is 0 (inactive). (5) The compound is O=C(NC1CCCCC1)CN(Cc1ccccc1)C(=O)CCC(=O)Nc1ncccc1. The result is 0 (inactive).